From a dataset of Reaction yield outcomes from USPTO patents with 853,638 reactions. Predict the reaction yield, written as a fraction of the theoretical maximum amount of product (1.0 means a 100% yield; for example, 0.34 means a 34% yield). (1) The reactants are [Cl:1][C:2]1[CH:7]=[CH:6][C:5]([C:8]2[CH:16]=[CH:15][CH:14]=[C:13]3[C:9]=2[CH2:10][C:11](=[O:17])[NH:12]3)=[CH:4][CH:3]=1.[CH3:18][C:19]1[C:23]([C:24]([N:26]2[CH2:31][CH2:30][N:29]([CH3:32])[CH2:28][CH2:27]2)=[O:25])=[CH:22][NH:21][C:20]=1[CH:33]=O. The catalyst is C(O)C.N1CCCCC1. The product is [Cl:1][C:2]1[CH:3]=[CH:4][C:5]([C:8]2[CH:16]=[CH:15][CH:14]=[C:13]3[C:9]=2[C:10](=[CH:33][C:20]2[NH:21][CH:22]=[C:23]([C:24]([N:26]4[CH2:27][CH2:28][N:29]([CH3:32])[CH2:30][CH2:31]4)=[O:25])[C:19]=2[CH3:18])[C:11](=[O:17])[NH:12]3)=[CH:6][CH:7]=1. The yield is 0.350. (2) The reactants are [N+:1]([C:4]1[CH:5]=[C:6]2[C:10](=[CH:11][CH:12]=1)[NH:9][C:8](=[O:13])[C:7]12[O:18][CH2:17][CH2:16][CH2:15][O:14]1)([O-:3])=[O:2].[C:19](#[N:22])[CH:20]=[CH2:21].O. The catalyst is CN(C=O)C.[OH-].C([N+](C)(C)C)C1C=CC=CC=1. The product is [N+:1]([C:4]1[CH:5]=[C:6]2[C:10](=[CH:11][CH:12]=1)[N:9]([CH2:21][CH2:20][C:19]#[N:22])[C:8](=[O:13])[C:7]12[O:18][CH2:17][CH2:16][CH2:15][O:14]1)([O-:3])=[O:2]. The yield is 1.00. (3) The reactants are [F:1][C:2]1[CH:7]=[CH:6][C:5]([C:8]2[O:9][C:10]3[CH:20]=[CH:19][C:18]([O:21][CH2:22][C:23]([O:25]C)=[O:24])=[CH:17][C:11]=3[C:12]=2[C:13](=[O:16])[NH:14][CH3:15])=[CH:4][CH:3]=1.C[Si](C)(C)[O-].[K+].O1CCCC1.ClCCl.Cl. The catalyst is ClCCl.CO.O. The product is [F:1][C:2]1[CH:3]=[CH:4][C:5]([C:8]2[O:9][C:10]3[CH:20]=[CH:19][C:18]([O:21][CH2:22][C:23]([OH:25])=[O:24])=[CH:17][C:11]=3[C:12]=2[C:13](=[O:16])[NH:14][CH3:15])=[CH:6][CH:7]=1. The yield is 0.910. (4) The reactants are N1C=CC=CC=1.Cl.[NH2:8][CH2:9][C:10]1[CH:18]=[CH:17][C:13]([C:14]([OH:16])=[O:15])=[CH:12][C:11]=1[Cl:19].[N:20]([CH:23]1[C:29]2[CH:30]=[CH:31][CH:32]=[CH:33][C:28]=2[CH2:27][CH2:26][C:25]2[CH:34]=[CH:35][CH:36]=[CH:37][C:24]1=2)=[C:21]=[O:22]. The catalyst is CC(N(C)C)=O. The product is [Cl:19][C:11]1[CH:12]=[C:13]([CH:17]=[CH:18][C:10]=1[CH2:9][NH:8][C:21]([NH:20][CH:23]1[C:24]2[CH:37]=[CH:36][CH:35]=[CH:34][C:25]=2[CH2:26][CH2:27][C:28]2[CH:33]=[CH:32][CH:31]=[CH:30][C:29]1=2)=[O:22])[C:14]([OH:16])=[O:15]. The yield is 0.820. (5) The reactants are [Br:1][C:2]1[C:3]([Cl:9])=[N:4][C:5]([CH3:8])=[CH:6][CH:7]=1.C1C=C(Cl)C=C(C(OO)=[O:18])C=1. The catalyst is C(Cl)(Cl)Cl. The product is [Br:1][C:2]1[C:3]([Cl:9])=[N+:4]([O-:18])[C:5]([CH3:8])=[CH:6][CH:7]=1. The yield is 0.870. (6) The reactants are Cl[C:2]1[N:7]=[N:6][C:5]([C:8]2[N:16]3[C:11]([CH:12]=[CH:13][CH:14]=[CH:15]3)=[CH:10][C:9]=2[C:17]([O:19][CH2:20]C)=[O:18])=[CH:4][CH:3]=1.[CH3:22][N:23]1[CH2:28][CH2:27][CH:26]([OH:29])[CH2:25][CH2:24]1.CC(C)([O-])C.[K+]. The catalyst is C1COCC1. The product is [CH3:22][N:23]1[CH2:28][CH2:27][CH:26]([O:29][C:2]2[N:7]=[N:6][C:5]([C:8]3[N:16]4[C:11]([CH:12]=[CH:13][CH:14]=[CH:15]4)=[CH:10][C:9]=3[C:17]([O:19][CH3:20])=[O:18])=[CH:4][CH:3]=2)[CH2:25][CH2:24]1. The yield is 0.350.